From a dataset of Forward reaction prediction with 1.9M reactions from USPTO patents (1976-2016). Predict the product of the given reaction. (1) Given the reactants [OH-].[Na+].[CH3:3][O:4][C:5]1[CH:10]=[CH:9][C:8]([C:11]2[C:19]3[C:18]([O:20][CH:21]([CH3:25])[CH:22]([OH:24])[CH3:23])=[N:17][CH:16]=[N:15][C:14]=3[O:13][C:12]=2[C:26]2[CH:31]=[CH:30][CH:29]=[CH:28][CH:27]=2)=[CH:7][CH:6]=1.[C:32]([O:36][C:37]([CH3:40])([CH3:39])[CH3:38])(=[O:35])[CH:33]=[CH2:34], predict the reaction product. The product is: [C:37]([O:36][C:32](=[O:35])[CH2:33][CH2:34][O:24][CH:22]([CH3:23])[CH:21]([O:20][C:18]1[C:19]2[C:11]([C:8]3[CH:7]=[CH:6][C:5]([O:4][CH3:3])=[CH:10][CH:9]=3)=[C:12]([C:26]3[CH:27]=[CH:28][CH:29]=[CH:30][CH:31]=3)[O:13][C:14]=2[N:15]=[CH:16][N:17]=1)[CH3:25])([CH3:40])([CH3:39])[CH3:38]. (2) Given the reactants [CH2:1]([C:5]12[CH2:17][CH2:16][C:15](=[O:18])[C:14]([CH3:19])=[C:13]1[C:12]1[C:7](=[C:8]([Cl:23])[C:9]([O:21]C)=[C:10]([F:20])[CH:11]=1)[CH2:6]2)[CH2:2][CH2:3][CH3:4].Cl.N1C=CC=CC=1, predict the reaction product. The product is: [CH2:1]([C:5]12[CH2:17][CH2:16][C:15](=[O:18])[C:14]([CH3:19])=[C:13]1[C:12]1[C:7](=[C:8]([Cl:23])[C:9]([OH:21])=[C:10]([F:20])[CH:11]=1)[CH2:6]2)[CH2:2][CH2:3][CH3:4]. (3) Given the reactants [CH3:1][C:2]1[NH:6][C:5]2[C:7]([C:17]([O:19][CH3:20])=[O:18])=[CH:8][C:9]([N:11]3[CH2:16][CH2:15][O:14][CH2:13][CH2:12]3)=[CH:10][C:4]=2[N:3]=1.C([O-])([O-])=O.[K+].[K+].Br[CH2:28][C:29]1[CH:34]=[CH:33][CH:32]=[C:31]([CH3:35])[C:30]=1[F:36].O, predict the reaction product. The product is: [F:36][C:30]1[C:31]([CH3:35])=[CH:32][CH:33]=[CH:34][C:29]=1[CH2:28][N:3]1[C:4]2[CH:10]=[C:9]([N:11]3[CH2:12][CH2:13][O:14][CH2:15][CH2:16]3)[CH:8]=[C:7]([C:17]([O:19][CH3:20])=[O:18])[C:5]=2[N:6]=[C:2]1[CH3:1]. (4) Given the reactants C([O:8][C:9]1[CH:10]=[C:11]([C:20]([C:22]2[S:23][C:24]([CH3:27])=[CH:25][CH:26]=2)=[O:21])[CH:12]=[C:13]2[C:18]=1[N:17]=[CH:16][NH:15][C:14]2=[O:19])C1C=CC=CC=1.B(Br)(Br)Br, predict the reaction product. The product is: [OH:8][C:9]1[CH:10]=[C:11]([C:20]([C:22]2[S:23][C:24]([CH3:27])=[CH:25][CH:26]=2)=[O:21])[CH:12]=[C:13]2[C:18]=1[N:17]=[CH:16][NH:15][C:14]2=[O:19]. (5) Given the reactants Br[C:2]1[CH:7]=[CH:6][C:5]([C:8]2[N:9]([CH2:15][C@@H:16]3[CH2:20][CH2:19][N:18]([C:21]([CH:23]4[CH2:25][CH2:24]4)=[O:22])[CH2:17]3)[C:10](=[O:14])[N:11]([CH3:13])[N:12]=2)=[CH:4][CH:3]=1.[CH3:26][N:27]([CH3:41])[S:28]([NH:31][C:32]1[CH:33]=[C:34](B(O)O)[CH:35]=[CH:36][CH:37]=1)(=[O:30])=[O:29].C([O-])([O-])=O.[Cs+].[Cs+], predict the reaction product. The product is: [CH:23]1([C:21]([N:18]2[CH2:19][CH2:20][C@@H:16]([CH2:15][N:9]3[C:10](=[O:14])[N:11]([CH3:13])[N:12]=[C:8]3[C:5]3[CH:6]=[CH:7][C:2]([C:36]4[CH:35]=[CH:34][CH:33]=[C:32]([NH:31][S:28]([N:27]([CH3:41])[CH3:26])(=[O:30])=[O:29])[CH:37]=4)=[CH:3][CH:4]=3)[CH2:17]2)=[O:22])[CH2:25][CH2:24]1. (6) The product is: [C:33]([O:32][C:30](=[O:31])[NH:29][CH:26]1[CH2:27][CH2:28][N:23]([CH2:22][CH2:21][N:8]2[C:9]3[C:4](=[CH:3][C:2]([F:1])=[C:11]([F:12])[CH:10]=3)[N:5]=[CH:6][C:7]2=[O:13])[CH2:24][CH2:25]1)([CH3:36])([CH3:35])[CH3:34]. Given the reactants [F:1][C:2]1[CH:3]=[C:4]2[C:9](=[CH:10][C:11]=1[F:12])[NH:8][C:7](=[O:13])[CH:6]=[N:5]2.[H-].[Na+].CS(O[CH2:21][CH2:22][N:23]1[CH2:28][CH2:27][CH:26]([NH:29][C:30]([O:32][C:33]([CH3:36])([CH3:35])[CH3:34])=[O:31])[CH2:25][CH2:24]1)(=O)=O.C(OC(=O)NC1CCN(CCN2C3C(=CC=C(OC)C=3)C=CC2=O)CC1)(C)(C)C, predict the reaction product. (7) Given the reactants [NH2:1][C:2]1[C:7]([F:8])=[C:6]([Cl:9])[N:5]=[C:4]([C:10]([O:12][CH:13]([CH3:15])[CH3:14])=[O:11])[CH:3]=1.[Cl:16]N1C(C)(C)C(=O)N(Cl)C1=O.O, predict the reaction product. The product is: [NH2:1][C:2]1[C:7]([F:8])=[C:6]([Cl:9])[N:5]=[C:4]([C:10]([O:12][CH:13]([CH3:15])[CH3:14])=[O:11])[C:3]=1[Cl:16]. (8) Given the reactants C([N:8]1[CH2:12][C@@H:11]2[C@@:13]([NH:17][C:18](=[O:25])[C:19]3[CH:24]=[CH:23][CH:22]=[CH:21][CH:20]=3)([CH3:16])[CH2:14][CH2:15][C@@H:10]2[CH2:9]1)C1C=CC=CC=1.[H][H], predict the reaction product. The product is: [CH3:16][C@:13]1([NH:17][C:18](=[O:25])[C:19]2[CH:24]=[CH:23][CH:22]=[CH:21][CH:20]=2)[C@@H:11]2[C@@H:10]([CH2:9][NH:8][CH2:12]2)[CH2:15][CH2:14]1.